Dataset: Full USPTO retrosynthesis dataset with 1.9M reactions from patents (1976-2016). Task: Predict the reactants needed to synthesize the given product. (1) Given the product [NH2:16][C@@H:11]1[C:10](=[O:17])[N:9]2[C@H:5]([C:3]([OH:4])=[O:2])[CH2:6][CH2:7][C@@H:8]2[CH2:15][CH2:14][CH2:13][CH2:12]1, predict the reactants needed to synthesize it. The reactants are: C[O:2][C:3]([CH:5]1[N:9]2[C:10](=[O:17])[CH:11]([NH2:16])[CH2:12][CH2:13][CH2:14][CH2:15][CH:8]2[CH2:7][CH2:6]1)=[O:4].[Li+].[OH-]. (2) Given the product [NH2:6][C:2]([CH3:5])([CH3:1])[CH2:3][NH:4][C:8]1[CH:13]=[C:12]([C:14]2[CH:19]=[CH:18][CH:17]=[C:16]([CH3:20])[C:15]=2[CH3:21])[N:11]=[C:10]([NH2:22])[N:9]=1, predict the reactants needed to synthesize it. The reactants are: [CH3:1][C:2]([NH2:6])([CH3:5])[CH2:3][NH2:4].Cl[C:8]1[CH:13]=[C:12]([C:14]2[CH:19]=[CH:18][CH:17]=[C:16]([CH3:20])[C:15]=2[CH3:21])[N:11]=[C:10]([NH2:22])[N:9]=1. (3) Given the product [CH:19]1([NH:25][CH2:2][C:3]2([OH:1])[CH2:8][CH2:7][N:6]([C:9]([O:11][CH2:12][C:13]3[CH:18]=[CH:17][CH:16]=[CH:15][CH:14]=3)=[O:10])[CH2:5][CH2:4]2)[CH2:24][CH2:23][CH2:22][CH2:21][CH2:20]1, predict the reactants needed to synthesize it. The reactants are: [O:1]1[C:3]2([CH2:8][CH2:7][N:6]([C:9]([O:11][CH2:12][C:13]3[CH:18]=[CH:17][CH:16]=[CH:15][CH:14]=3)=[O:10])[CH2:5][CH2:4]2)[CH2:2]1.[CH:19]1([NH2:25])[CH2:24][CH2:23][CH2:22][CH2:21][CH2:20]1.Cl([O-])(=O)(=O)=O.[Li+].